From a dataset of Reaction yield outcomes from USPTO patents with 853,638 reactions. Predict the reaction yield, written as a fraction of the theoretical maximum amount of product (1.0 means a 100% yield; for example, 0.34 means a 34% yield). (1) The reactants are [CH3:1][O:2][C:3]1[CH:4]=[C:5]([CH:8]=[CH:9][C:10]=1[O:11][CH3:12])[CH:6]=O.Cl.[NH2:14][C:15]1([C:18]([O:20][CH3:21])=[O:19])[CH2:17][CH2:16]1. No catalyst specified. The product is [CH3:1][O:2][C:3]1[CH:4]=[C:5]([CH:8]=[CH:9][C:10]=1[O:11][CH3:12])[CH2:6][NH:14][C:15]1([C:18]([O:20][CH3:21])=[O:19])[CH2:17][CH2:16]1. The yield is 0.820. (2) The reactants are [CH3:1][O:2][C:3]([C:5]1([C:8]2[CH:13]=[CH:12][C:11]([O:14][CH3:15])=[CH:10][CH:9]=2)[CH2:7][CH2:6]1)=[O:4].[N+:16]([O-])([OH:18])=[O:17].Cl. The catalyst is CC(OC(C)=O)=O.CC(O)=O. The product is [CH3:1][O:2][C:3]([C:5]1([C:8]2[CH:9]=[CH:10][C:11]([O:14][CH3:15])=[C:12]([N+:16]([O-:18])=[O:17])[CH:13]=2)[CH2:6][CH2:7]1)=[O:4]. The yield is 0.980.